Dataset: Full USPTO retrosynthesis dataset with 1.9M reactions from patents (1976-2016). Task: Predict the reactants needed to synthesize the given product. (1) Given the product [Br:27][CH2:2][C:3]1[CH:4]=[C:5]([CH:23]=[CH:24][CH:25]=1)[CH2:6][N:7]1[C:15]([OH:16])=[N:14][C:13]2[C:8]1=[N:9][C:10]([O:18][CH2:19][CH2:20][O:21][CH3:22])=[N:11][C:12]=2[NH2:17], predict the reactants needed to synthesize it. The reactants are: O[CH2:2][C:3]1[CH:4]=[C:5]([CH:23]=[CH:24][CH:25]=1)[CH2:6][N:7]1[C:15]([OH:16])=[N:14][C:13]2[C:8]1=[N:9][C:10]([O:18][CH2:19][CH2:20][O:21][CH3:22])=[N:11][C:12]=2[NH2:17].P(Br)(Br)[Br:27]. (2) Given the product [F:31][C:2]([F:1])([F:32])[C:3]1[CH:4]=[C:5]([CH:28]=[CH:29][CH:30]=1)[CH2:6][N:7]1[CH2:12][CH2:11][CH2:10][CH2:9][CH:8]1[C:13]([NH:15][C@H:16]([C:18]1[CH:19]=[CH:20][C:21]([C:22]([O-:24])=[O:23])=[CH:26][CH:27]=1)[CH3:17])=[O:14].[Li+:34], predict the reactants needed to synthesize it. The reactants are: [F:1][C:2]([F:32])([F:31])[C:3]1[CH:4]=[C:5]([CH:28]=[CH:29][CH:30]=1)[CH2:6][N:7]1[CH2:12][CH2:11][CH2:10][CH2:9][CH:8]1[C:13]([NH:15][C@H:16]([C:18]1[CH:27]=[CH:26][C:21]([C:22]([O:24]C)=[O:23])=[CH:20][CH:19]=1)[CH3:17])=[O:14].O[Li:34].O. (3) Given the product [CH2:1]([N:8]1[CH2:13][CH2:12][NH:11][C@H:10]([CH2:15][C:16]2[CH:17]=[CH:18][C:19]([C:22]([F:25])([F:24])[F:23])=[CH:20][CH:21]=2)[CH2:9]1)[C:2]1[CH:3]=[CH:4][CH:5]=[CH:6][CH:7]=1, predict the reactants needed to synthesize it. The reactants are: [CH2:1]([N:8]1[CH2:13][C:12](=O)[NH:11][CH:10]([CH2:15][C:16]2[CH:21]=[CH:20][C:19]([C:22]([F:25])([F:24])[F:23])=[CH:18][CH:17]=2)[C:9]1=O)[C:2]1[CH:7]=[CH:6][CH:5]=[CH:4][CH:3]=1.